This data is from Peptide-MHC class I binding affinity with 185,985 pairs from IEDB/IMGT. The task is: Regression. Given a peptide amino acid sequence and an MHC pseudo amino acid sequence, predict their binding affinity value. This is MHC class I binding data. The peptide sequence is YTVMYPNL. The MHC is H-2-Kb with pseudo-sequence H-2-Kb. The binding affinity (normalized) is 0.764.